Dataset: NCI-60 drug combinations with 297,098 pairs across 59 cell lines. Task: Regression. Given two drug SMILES strings and cell line genomic features, predict the synergy score measuring deviation from expected non-interaction effect. (1) Drug 1: CC(C1=C(C=CC(=C1Cl)F)Cl)OC2=C(N=CC(=C2)C3=CN(N=C3)C4CCNCC4)N. Drug 2: N.N.Cl[Pt+2]Cl. Cell line: OVCAR-4. Synergy scores: CSS=-4.30, Synergy_ZIP=0.0757, Synergy_Bliss=-4.09, Synergy_Loewe=-4.59, Synergy_HSA=-4.99. (2) Drug 1: C1=NC(=NC(=O)N1C2C(C(C(O2)CO)O)O)N. Drug 2: CC12CCC3C(C1CCC2O)C(CC4=C3C=CC(=C4)O)CCCCCCCCCS(=O)CCCC(C(F)(F)F)(F)F. Cell line: SK-MEL-5. Synergy scores: CSS=9.88, Synergy_ZIP=-5.08, Synergy_Bliss=-0.902, Synergy_Loewe=2.09, Synergy_HSA=2.21. (3) Drug 1: C1=C(C(=O)NC(=O)N1)N(CCCl)CCCl. Drug 2: CCC1(C2=C(COC1=O)C(=O)N3CC4=CC5=C(C=CC(=C5CN(C)C)O)N=C4C3=C2)O.Cl. Cell line: SW-620. Synergy scores: CSS=37.3, Synergy_ZIP=-16.5, Synergy_Bliss=-7.16, Synergy_Loewe=-8.94, Synergy_HSA=-4.06. (4) Drug 1: CC(CN1CC(=O)NC(=O)C1)N2CC(=O)NC(=O)C2. Drug 2: CC1C(C(CC(O1)OC2CC(OC(C2O)C)OC3=CC4=CC5=C(C(=O)C(C(C5)C(C(=O)C(C(C)O)O)OC)OC6CC(C(C(O6)C)O)OC7CC(C(C(O7)C)O)OC8CC(C(C(O8)C)O)(C)O)C(=C4C(=C3C)O)O)O)O. Cell line: MOLT-4. Synergy scores: CSS=71.7, Synergy_ZIP=14.2, Synergy_Bliss=15.5, Synergy_Loewe=13.3, Synergy_HSA=13.4. (5) Drug 1: CC1C(C(=O)NC(C(=O)N2CCCC2C(=O)N(CC(=O)N(C(C(=O)O1)C(C)C)C)C)C(C)C)NC(=O)C3=C4C(=C(C=C3)C)OC5=C(C(=O)C(=C(C5=N4)C(=O)NC6C(OC(=O)C(N(C(=O)CN(C(=O)C7CCCN7C(=O)C(NC6=O)C(C)C)C)C)C(C)C)C)N)C. Drug 2: CC1=C(C(=O)C2=C(C1=O)N3CC4C(C3(C2COC(=O)N)OC)N4)N. Cell line: SF-268. Synergy scores: CSS=31.3, Synergy_ZIP=-10.9, Synergy_Bliss=-5.30, Synergy_Loewe=-5.34, Synergy_HSA=-3.26. (6) Drug 1: CN1C2=C(C=C(C=C2)N(CCCl)CCCl)N=C1CCCC(=O)O.Cl. Drug 2: CC1CCC2CC(C(=CC=CC=CC(CC(C(=O)C(C(C(=CC(C(=O)CC(OC(=O)C3CCCCN3C(=O)C(=O)C1(O2)O)C(C)CC4CCC(C(C4)OC)O)C)C)O)OC)C)C)C)OC. Cell line: MDA-MB-231. Synergy scores: CSS=-2.13, Synergy_ZIP=4.50, Synergy_Bliss=4.47, Synergy_Loewe=0.737, Synergy_HSA=-0.443.